Dataset: Forward reaction prediction with 1.9M reactions from USPTO patents (1976-2016). Task: Predict the product of the given reaction. (1) Given the reactants [CH:1]1([NH:4][C:5](=[O:24])[C:6]2[CH:11]=[C:10]([C:12]3[CH:17]=[CH:16][N:15]4[C:18](=[O:21])[NH:19][N:20]=[C:14]4[CH:13]=3)[C:9]([CH3:22])=[C:8]([F:23])[CH:7]=2)[CH2:3][CH2:2]1.[Cl:25][C:26]1[CH:31]=[CH:30][CH:29]=[CH:28][C:27]=1I.C(=O)([O-])[O-].[K+].[K+].CN[C@@H]1CCCC[C@H]1NC, predict the reaction product. The product is: [Cl:25][C:26]1[CH:31]=[CH:30][CH:29]=[CH:28][C:27]=1[N:19]1[C:18](=[O:21])[N:15]2[CH:16]=[CH:17][C:12]([C:10]3[CH:11]=[C:6]([CH:7]=[C:8]([F:23])[C:9]=3[CH3:22])[C:5]([NH:4][CH:1]3[CH2:2][CH2:3]3)=[O:24])=[CH:13][C:14]2=[N:20]1. (2) Given the reactants [CH3:1][C:2]1[NH:6][C:5]2[CH:7]=[C:8]([O:12][CH2:13][CH2:14][CH2:15][C:16]([O:18][CH2:19][CH3:20])=[O:17])[CH:9]=[C:10]([CH3:11])[C:4]=2[N:3]=1.C([O-])([O-])=O.[K+].[K+].CN(C=O)C.[Cl:32][C:33]1[C:34]([CH2:43]Cl)=[N:35][CH:36]=[C:37]([C:39]([F:42])([F:41])[F:40])[CH:38]=1, predict the reaction product. The product is: [Cl:32][C:33]1[C:34]([CH2:43][N:6]2[C:5]3[CH:7]=[C:8]([O:12][CH2:13][CH2:14][CH2:15][C:16]([O:18][CH2:19][CH3:20])=[O:17])[CH:9]=[C:10]([CH3:11])[C:4]=3[N:3]=[C:2]2[CH3:1])=[N:35][CH:36]=[C:37]([C:39]([F:41])([F:40])[F:42])[CH:38]=1. (3) Given the reactants [CH:1]([C:3]1C=C[C:6]([N:9]2[CH2:14][CH2:13][N:12]([C:15]([O:17][C:18]([CH3:21])([CH3:20])[CH3:19])=[O:16])[CH2:11][CH2:10]2)=[CH:5][C:4]=1O)=O.[O:23]=[C:24]([CH2:31][CH3:32])[CH2:25][C:26]([O:28][CH2:29][CH3:30])=[O:27].CC(O)=O.N1CCCCC1, predict the reaction product. The product is: [O:27]=[C:26]1[C:25]([C:24](=[O:23])[CH2:31][CH3:32])=[CH:1][C:3]2[C:29](=[CH:30][C:6]([N:9]3[CH2:10][CH2:11][N:12]([C:15]([O:17][C:18]([CH3:21])([CH3:20])[CH3:19])=[O:16])[CH2:13][CH2:14]3)=[CH:5][CH:4]=2)[O:28]1. (4) Given the reactants [C:1]([C:3]1[CH:4]=[N:5][N:6]2[C:11]([C:12]([F:15])([F:14])[F:13])=[CH:10][C:9]([C:16]3[CH:21]=[CH:20][C:19]([C:22]([F:25])([F:24])[F:23])=[CH:18][CH:17]=3)=[N:8][C:7]=12)#[CH:2].[OH:26][CH2:27][CH2:28][N:29]([CH2:39][CH2:40][OH:41])[S:30]([C:33]1[S:34][C:35](Cl)=[CH:36][CH:37]=1)(=[O:32])=[O:31], predict the reaction product. The product is: [OH:26][CH2:27][CH2:28][N:29]([CH2:39][CH2:40][OH:41])[S:30]([C:33]1[S:34][C:35]([C:2]#[C:1][C:3]2[CH:4]=[N:5][N:6]3[C:11]([C:12]([F:14])([F:13])[F:15])=[CH:10][C:9]([C:16]4[CH:21]=[CH:20][C:19]([C:22]([F:25])([F:24])[F:23])=[CH:18][CH:17]=4)=[N:8][C:7]=23)=[CH:36][CH:37]=1)(=[O:32])=[O:31]. (5) Given the reactants [N:1]1([C:10]2[S:14][C:13]([C:15]([O:17][CH3:18])=[O:16])=[C:12]([OH:19])[CH:11]=2)[C:5]2[CH:6]=[CH:7][CH:8]=[CH:9][C:4]=2[N:3]=[CH:2]1.[Cl:20][C:21]1[C:26]([O:27][Si](C(C)(C)C)(C)C)=[CH:25][CH:24]=[CH:23][C:22]=1[C@@H:35](O)[CH3:36], predict the reaction product. The product is: [N:1]1([C:10]2[S:14][C:13]([C:15]([O:17][CH3:18])=[O:16])=[C:12]([O:19][C@@H:35]([C:22]3[CH:23]=[CH:24][CH:25]=[C:26]([OH:27])[C:21]=3[Cl:20])[CH3:36])[CH:11]=2)[C:5]2[CH:6]=[CH:7][CH:8]=[CH:9][C:4]=2[N:3]=[CH:2]1. (6) The product is: [CH3:1][CH:2]([CH3:15])[CH2:3][CH2:4][NH:5][C:6]([C:8]1[N:9]=[N:10][C:11]([N:19]2[CH2:20][CH2:21][N:16]([C:22](=[O:23])[C:24]3[CH:29]=[C:28]([F:30])[CH:27]=[CH:26][C:25]=3[C:31]([F:34])([F:33])[F:32])[CH2:17][CH2:18]2)=[CH:12][CH:13]=1)=[O:7]. Given the reactants [CH3:1][CH:2]([CH3:15])[CH2:3][CH2:4][NH:5][C:6]([C:8]1[N:9]=[N:10][C:11](Cl)=[CH:12][CH:13]=1)=[O:7].[N:16]1([C:22]([C:24]2[CH:29]=[C:28]([F:30])[CH:27]=[CH:26][C:25]=2[C:31]([F:34])([F:33])[F:32])=[O:23])[CH2:21][CH2:20][NH:19][CH2:18][CH2:17]1, predict the reaction product. (7) Given the reactants [C:1]([OH:12])(=O)[CH2:2][CH2:3][CH2:4][CH2:5][CH2:6][CH2:7][CH2:8][CH2:9][CH3:10].CN(C=O)C.C(Cl)(=O)C(Cl)=O.[Br:24][C:25]1[CH:31]=[CH:30][CH:29]=[CH:28][C:26]=1[NH2:27].CCN(CC)CC, predict the reaction product. The product is: [Br:24][C:25]1[CH:31]=[CH:30][CH:29]=[CH:28][C:26]=1[NH:27][C:1](=[O:12])[CH2:2][CH2:3][CH2:4][CH2:5][CH2:6][CH2:7][CH2:8][CH2:9][CH3:10]. (8) Given the reactants [Br:1][C:2]1[CH:3]=[C:4]2[C:8](=[CH:9][CH:10]=1)[CH:7](Cl)[CH2:6][CH2:5]2.[CH3:12][NH:13][CH3:14], predict the reaction product. The product is: [Br:1][C:2]1[CH:3]=[C:4]2[C:8](=[CH:9][CH:10]=1)[CH:7]([N:13]([CH3:14])[CH3:12])[CH2:6][CH2:5]2. (9) Given the reactants NC(C1C=CC2C(=CC=C(O[C@H]3CC[C@H](C(F)(F)F)CC3)C=2)C=1)(C)CCC(O)=O.C(O)(C(F)(F)F)=O.[N+:37]([C:40]([C:47]1[CH:56]=[CH:55][C:54]2[C:49](=[CH:50][CH:51]=[C:52]([O:61][C@H:62]3[CH2:67][CH2:66][C@H:65]([C:68]([F:71])([F:70])[F:69])[CH2:64][CH2:63]3)[C:53]=2[C:57]([F:60])([F:59])[F:58])[CH:48]=1)([CH3:46])[CH2:41][CH2:42][C:43]([OH:45])=[O:44])([O-])=O, predict the reaction product. The product is: [NH2:37][C:40]([C:47]1[CH:56]=[CH:55][C:54]2[C:49](=[CH:50][CH:51]=[C:52]([O:61][C@H:62]3[CH2:63][CH2:64][C@H:65]([C:68]([F:69])([F:70])[F:71])[CH2:66][CH2:67]3)[C:53]=2[C:57]([F:59])([F:60])[F:58])[CH:48]=1)([CH3:46])[CH2:41][CH2:42][C:43]([OH:45])=[O:44].